This data is from Human liver microsome stability data. The task is: Regression/Classification. Given a drug SMILES string, predict its absorption, distribution, metabolism, or excretion properties. Task type varies by dataset: regression for continuous measurements (e.g., permeability, clearance, half-life) or binary classification for categorical outcomes (e.g., BBB penetration, CYP inhibition). Dataset: hlm. (1) The compound is CC(C)CCC1CCC(C)CC1N(C)c1ncnc2[nH]ccc12. The result is 1 (stable in human liver microsomes). (2) The compound is CC(=O)O[C@H]1C[C@H]2[C@@H]([C@H](OC(C)=O)C[C@@H]3CC(=O)CC[C@@]32C)[C@@H]2CC[C@H]([C@H](C)CCCNCCCNc3ccnc4cc(Cl)ccc34)[C@@]12C. The result is 1 (stable in human liver microsomes). (3) The drug is O=C(N[C@@H](Cc1c[nH]c2ccccc12)C(=O)Nc1ccncc1)c1ccc(-c2ccccc2)cc1. The result is 1 (stable in human liver microsomes).